From a dataset of Forward reaction prediction with 1.9M reactions from USPTO patents (1976-2016). Predict the product of the given reaction. (1) Given the reactants [Cl:1][C:2]1[CH:7]=[CH:6][C:5]([C:8]2[C:9]([O:17][C@@H:18]3[CH2:22][CH2:21][O:20][CH2:19]3)=[N:10][CH:11]=[C:12]([CH:16]=2)[C:13]([OH:15])=O)=[CH:4][CH:3]=1.[F:23][C:24]([F:33])([F:32])[C:25]1[N:29]=[C:28]([CH2:30][NH2:31])[O:27][N:26]=1, predict the reaction product. The product is: [Cl:1][C:2]1[CH:3]=[CH:4][C:5]([C:8]2[C:9]([O:17][C@@H:18]3[CH2:22][CH2:21][O:20][CH2:19]3)=[N:10][CH:11]=[C:12]([CH:16]=2)[C:13]([NH:31][CH2:30][C:28]2[O:27][N:26]=[C:25]([C:24]([F:33])([F:32])[F:23])[N:29]=2)=[O:15])=[CH:6][CH:7]=1. (2) Given the reactants C(P(CCCC)CCCC)CCC.[CH3:14][O:15][C:16](=[O:30])[CH2:17][C:18]1[C:22]2[C:23]([CH3:29])=[CH:24][C:25]([OH:28])=[C:26]([F:27])[C:21]=2[S:20][CH:19]=1.[CH3:31][C:32]1[C:37]([CH2:38]O)=[CH:36][CH:35]=[C:34]([C:40]([F:43])([F:42])[F:41])[N:33]=1.C1CCN(C(N=NC(N2CCCCC2)=O)=O)CC1, predict the reaction product. The product is: [CH3:14][O:15][C:16](=[O:30])[CH2:17][C:18]1[C:22]2[C:23]([CH3:29])=[CH:24][C:25]([O:28][CH2:38][C:37]3[C:32]([CH3:31])=[N:33][C:34]([C:40]([F:43])([F:41])[F:42])=[CH:35][CH:36]=3)=[C:26]([F:27])[C:21]=2[S:20][CH:19]=1. (3) Given the reactants [C:1]([O:5][C:6]([N:8]([C@H:16]1[CH2:24][CH2:23][CH2:22][C@H:21]([O:25][CH2:26][C:27]([CH3:29])=[CH2:28])[C@@H:20]([OH:30])[C@H:19]([CH3:31])[O:18][C:17]1=[O:32])[C:9](=[O:15])[O:10][C:11]([CH3:14])([CH3:13])[CH3:12])=[O:7])([CH3:4])([CH3:3])[CH3:2].C1N2CCN(CC2)C1.[CH3:41][C:42](=[O:45])[C:43]#[CH:44], predict the reaction product. The product is: [C:11]([O:10][C:9]([N:8]([C@H:16]1[CH2:24][CH2:23][CH2:22][C@H:21]([O:25][CH2:26][C:27]([CH3:29])=[CH2:28])[C@@H:20]([O:30][CH:44]=[CH:43][C:42](=[O:45])[CH3:41])[C@H:19]([CH3:31])[O:18][C:17]1=[O:32])[C:6](=[O:7])[O:5][C:1]([CH3:2])([CH3:4])[CH3:3])=[O:15])([CH3:14])([CH3:13])[CH3:12]. (4) Given the reactants [CH3:1][C:2]1([CH3:34])[CH2:32][C:31](=[O:33])[C:5]2[C:6]([C:9]([NH:11][C:12]3[N:17]=[CH:16][C:15]([N:18]4[CH2:23][CH2:22][N:21](C(OC(C)(C)C)=O)[CH2:20][CH2:19]4)=[CH:14][CH:13]=3)=[O:10])=[CH:7][O:8][C:4]=2[CH2:3]1.O1CCOCC1.C(=O)([O-])[O-].[K+].[K+], predict the reaction product. The product is: [CH3:1][C:2]1([CH3:34])[CH2:32][C:31](=[O:33])[C:5]2[C:6]([C:9]([NH:11][C:12]3[CH:13]=[CH:14][C:15]([N:18]4[CH2:19][CH2:20][NH:21][CH2:22][CH2:23]4)=[CH:16][N:17]=3)=[O:10])=[CH:7][O:8][C:4]=2[CH2:3]1. (5) Given the reactants [F:1][C:2]1[CH:7]=[CH:6][C:5]([C:8]2[N:9]=[C:10]([CH2:13][CH3:14])[NH:11][CH:12]=2)=[CH:4][C:3]=1[CH3:15].[Br:16]N1C(=O)CCC1=O, predict the reaction product. The product is: [Br:16][C:12]1[NH:11][C:10]([CH2:13][CH3:14])=[N:9][C:8]=1[C:5]1[CH:6]=[CH:7][C:2]([F:1])=[C:3]([CH3:15])[CH:4]=1. (6) Given the reactants [NH:1](C(OCC1C2C(=CC=CC=2)C2C1=CC=CC=2)=O)[C@H:2]([C:8]([OH:10])=[O:9])[CH2:3][CH2:4][CH2:5][CH2:6][NH2:7].N1CCCCC1.[CH3:34][C:35]1([CH3:80])[C:47](/[CH:48]=[CH:49]/[CH:50]=[CH:51]/[CH:52]=[CH:53]/[CH:54]=[C:55]2\[C:56]([CH3:74])([CH3:73])[C:57]3[C:58]4[CH:59]=[CH:60][CH:61]=[CH:62][C:63]=4[CH:64]=[CH:65][C:66]=3[N:67]\2[CH2:68][CH2:69][C:70]([OH:72])=[O:71])=[N+:46]([CH2:75][CH2:76][C:77]([OH:79])=[O:78])[C:45]2[CH:44]=[CH:43][C:42]3[CH:41]=[CH:40][CH:39]=[CH:38][C:37]=3[C:36]1=2.[Br-:81].C1C=CC2N(O)N=NC=2C=1.CC(C)N=C=NC(C)C, predict the reaction product. The product is: [CH3:34][C:35]1([CH3:80])[C:47](/[CH:48]=[CH:49]/[CH:50]=[CH:51]/[CH:52]=[CH:53]/[CH:54]=[C:55]2\[C:56]([CH3:73])([CH3:74])[C:57]3[C:58]4[CH:59]=[CH:60][CH:61]=[CH:62][C:63]=4[CH:64]=[CH:65][C:66]=3[N:67]\2[CH2:68][CH2:69][C:70]([OH:72])=[O:71])=[N+:46]([CH2:75][CH2:76][C:77]([OH:79])=[O:78])[C:45]2[CH:44]=[CH:43][C:42]3[CH:41]=[CH:40][CH:39]=[CH:38][C:37]=3[C:36]1=2.[Br-:81].[NH2:1][C@H:2]([C:8]([OH:10])=[O:9])[CH2:3][CH2:4][CH2:5][CH2:6][NH2:7]. (7) Given the reactants [Br:1][C:2]1[CH:7]=[CH:6][N:5]=[C:4]2[N:8]([S:12]([C:15]3[CH:20]=[CH:19][CH:18]=[CH:17][CH:16]=3)(=[O:14])=[O:13])[C:9](I)=[CH:10][C:3]=12.[OH:21][CH2:22][C:23]1[CH:24]=[C:25](B(O)O)[CH:26]=[CH:27][CH:28]=1.C([O-])(O)=O.[Na+], predict the reaction product. The product is: [Br:1][C:2]1[CH:7]=[CH:6][N:5]=[C:4]2[N:8]([S:12]([C:15]3[CH:20]=[CH:19][CH:18]=[CH:17][CH:16]=3)(=[O:14])=[O:13])[C:9]([C:27]3[CH:28]=[C:23]([CH2:22][OH:21])[CH:24]=[CH:25][CH:26]=3)=[CH:10][C:3]=12. (8) Given the reactants [CH3:1][O:2][C:3]1[CH:8]=[CH:7][C:6]([C:9]2[C:13]3[CH:14]=[C:15]([C:18]4[O:22][C:21]([SH:23])=[N:20][N:19]=4)[CH:16]=[CH:17][C:12]=3[O:11][CH:10]=2)=[CH:5][CH:4]=1.Br[CH2:25][C:26]1[CH:27]=[C:28]([CH:31]=[CH:32][CH:33]=1)[C:29]#[N:30], predict the reaction product. The product is: [CH3:1][O:2][C:3]1[CH:4]=[CH:5][C:6]([C:9]2[C:13]3[CH:14]=[C:15]([C:18]4[O:22][C:21]([S:23][CH2:25][C:26]5[CH:27]=[C:28]([CH:31]=[CH:32][CH:33]=5)[C:29]#[N:30])=[N:20][N:19]=4)[CH:16]=[CH:17][C:12]=3[O:11][CH:10]=2)=[CH:7][CH:8]=1. (9) Given the reactants CCN(C(C)C)C(C)C.[N:10]1([CH2:16][CH2:17][CH2:18][O:19][C:20]2[CH:25]=[CH:24][C:23]([CH:26]3[CH2:31][CH2:30][N:29]([C:32]4[CH2:33][CH2:34][C:35]5[N:36]([C:38]([C:41]([F:44])([F:43])[F:42])=[N:39][N:40]=5)[N:37]=4)[CH2:28][CH2:27]3)=[CH:22][CH:21]=2)[CH2:15][CH2:14][NH:13][CH2:12][CH2:11]1.[C:45](O)(=[O:47])[CH3:46].CN(C(ON1N=NC2C=CC=NC1=2)=[N+](C)C)C.F[P-](F)(F)(F)(F)F, predict the reaction product. The product is: [C:45]([N:13]1[CH2:12][CH2:11][N:10]([CH2:16][CH2:17][CH2:18][O:19][C:20]2[CH:21]=[CH:22][C:23]([CH:26]3[CH2:27][CH2:28][N:29]([C:32]4[CH2:33][CH2:34][C:35]5[N:36]([C:38]([C:41]([F:44])([F:43])[F:42])=[N:39][N:40]=5)[N:37]=4)[CH2:30][CH2:31]3)=[CH:24][CH:25]=2)[CH2:15][CH2:14]1)(=[O:47])[CH3:46].